This data is from Serine/threonine kinase 33 screen with 319,792 compounds. The task is: Binary Classification. Given a drug SMILES string, predict its activity (active/inactive) in a high-throughput screening assay against a specified biological target. The compound is S(=O)(=O)(NC1=NCCCCC1)c1cc(N)ccc1. The result is 0 (inactive).